From a dataset of Forward reaction prediction with 1.9M reactions from USPTO patents (1976-2016). Predict the product of the given reaction. (1) Given the reactants [CH2:1]([N:5]1[C:9]([S:10][CH3:11])=[CH:8][C:7]([C:12]([F:15])([F:14])[F:13])=[N:6]1)[CH2:2][CH2:3][CH3:4].OO.[OH2:18].C(O)(=[O:21])C, predict the reaction product. The product is: [CH2:1]([N:5]1[C:9]([S:10]([CH3:11])(=[O:21])=[O:18])=[CH:8][C:7]([C:12]([F:14])([F:13])[F:15])=[N:6]1)[CH2:2][CH2:3][CH3:4]. (2) The product is: [Br:29][C:26]1[CH:25]=[CH:24][C:23]([C:20]2[N:19]=[N:18][C:17]([NH:15][NH:16][C:60](=[O:61])[CH2:59][O:58][C:49]3[C:48]4[C:53](=[CH:54][C:55]([O:56][CH3:57])=[C:46]([O:45][CH3:44])[CH:47]=4)[N:52]=[CH:51][CH:50]=3)=[N:22][CH:21]=2)=[CH:28][CH:27]=1. Given the reactants N(C1N=NC(C2C=CC=CC=2)=CN=1)N.[NH:15]([C:17]1[N:18]=[N:19][C:20]([C:23]2[CH:28]=[CH:27][C:26]([Br:29])=[CH:25][CH:24]=2)=[CH:21][N:22]=1)[NH2:16].N1C2C(=CC(CC(O)=O)=CC=2)C=CC=1.[CH3:44][O:45][C:46]1[CH:47]=[C:48]2[C:53](=[CH:54][C:55]=1[O:56][CH3:57])[N:52]=[CH:51][CH:50]=[C:49]2[O:58][CH2:59][C:60](O)=[O:61], predict the reaction product. (3) Given the reactants [C:1]([O:5][C:6]([NH:8][C:9]1[S:10]C=[C:12]([C:14](OC)=[O:15])[N:13]=1)=[O:7])([CH3:4])([CH3:3])[CH3:2].[CH:18](NC(C)C)(C)C.C([Li])CCC.[CH3:30][C:31]([CH3:33])=[O:32], predict the reaction product. The product is: [CH3:30][C:31]1([CH3:18])[C:33]2[S:10][C:9]([NH:8][C:6](=[O:7])[O:5][C:1]([CH3:2])([CH3:3])[CH3:4])=[N:13][C:12]=2[C:14](=[O:15])[O:32]1. (4) The product is: [Cl:1][C:2]1[CH:3]=[C:4]([C@@:8]2([C@@H:15]3[CH2:20][CH2:19][CH2:18][N:17]([C:21]([O:23][C:24]([CH3:27])([CH3:26])[CH3:25])=[O:22])[CH2:16]3)[CH2:9][CH2:10][CH2:11][C:12](=[O:13])[O:14]2)[CH:5]=[CH:6][CH:7]=1. Given the reactants [Cl:1][C:2]1[CH:3]=[C:4]([C@:8]([C@@H:15]2[CH2:20][CH2:19][CH2:18][N:17]([C:21]([O:23][C:24]([CH3:27])([CH3:26])[CH3:25])=[O:22])[CH2:16]2)([OH:14])[CH2:9][CH2:10][CH2:11][CH2:12][OH:13])[CH:5]=[CH:6][CH:7]=1.C([O-])(O)=O.[Na+].[Na+].[Br-].ClN1C(=O)N(Cl)C(=O)N(Cl)C1=O, predict the reaction product. (5) Given the reactants [CH3:1][C:2]1[CH:3]=[C:4]([N+:15]([O-])=O)[C:5]([NH:8][CH2:9][C:10](OCC)=[O:11])=[N:6][CH:7]=1.Cl, predict the reaction product. The product is: [CH3:1][C:2]1[CH:7]=[N:6][C:5]2[NH:8][CH2:9][C:10](=[O:11])[NH:15][C:4]=2[CH:3]=1. (6) Given the reactants [Cl:1][C:2]1[CH:11]=[C:10]([CH3:12])[C:9]2[C:4](=[CH:5][CH:6]=[C:7]([CH3:13])[CH:8]=2)[N:3]=1.[Br:14]N1C(=O)CCC1=O.C(OOC(=O)C1C=CC=CC=1)(=O)C1C=CC=CC=1, predict the reaction product. The product is: [Br:14][CH2:13][C:7]1[CH:8]=[C:9]2[C:4](=[CH:5][CH:6]=1)[N:3]=[C:2]([Cl:1])[CH:11]=[C:10]2[CH3:12]. (7) Given the reactants C(OC([N:8]1[CH2:11][CH:10]([CH2:12][N:13]2[CH:17]=[C:16]([C:18]3[CH:19]=[N:20][C:21]4[C:26]([CH:27]=3)=[CH:25][C:24]([CH2:28][C:29]3[N:33]5[N:34]=[C:35]([CH3:38])[CH:36]=[CH:37][C:32]5=[N:31][N:30]=3)=[CH:23][CH:22]=4)[CH:15]=[N:14]2)[CH2:9]1)=O)(C)(C)C.C(O)(C(F)(F)F)=O, predict the reaction product. The product is: [NH:8]1[CH2:11][CH:10]([CH2:12][N:13]2[CH:17]=[C:16]([C:18]3[CH:19]=[N:20][C:21]4[C:26]([CH:27]=3)=[CH:25][C:24]([CH2:28][C:29]3[N:33]5[N:34]=[C:35]([CH3:38])[CH:36]=[CH:37][C:32]5=[N:31][N:30]=3)=[CH:23][CH:22]=4)[CH:15]=[N:14]2)[CH2:9]1.